Task: Predict the reactants needed to synthesize the given product.. Dataset: Full USPTO retrosynthesis dataset with 1.9M reactions from patents (1976-2016) (1) Given the product [NH2:24][C:25]1[CH:33]=[CH:32][C:28]([C:29]([N:4]2[CH2:5][CH2:6][N:1]([CH2:7][C:8]3[CH:9]=[C:10]([CH:21]=[CH:22][CH:23]=3)[C:11]([NH:13][C:14]([CH3:20])([CH3:19])[C:15]([F:16])([F:18])[F:17])=[O:12])[CH2:2][CH2:3]2)=[O:30])=[CH:27][CH:26]=1, predict the reactants needed to synthesize it. The reactants are: [N:1]1([CH2:7][C:8]2[CH:9]=[C:10]([CH:21]=[CH:22][CH:23]=2)[C:11]([NH:13][C:14]([CH3:20])([CH3:19])[C:15]([F:18])([F:17])[F:16])=[O:12])[CH2:6][CH2:5][NH:4][CH2:3][CH2:2]1.[NH2:24][C:25]1[CH:33]=[CH:32][C:28]([C:29](O)=[O:30])=[CH:27][CH:26]=1.C(N(CC)CC)C.CCCP1(OP(CCC)(=O)OP(CCC)(=O)O1)=O. (2) Given the product [Cl:2][C:3]1[CH:12]=[C:11]([CH2:13][S:14][C:15]2[CH:21]=[CH:20][CH:19]=[CH:18][C:16]=2[NH:17][C:24](=[O:25])[C:23]([CH3:28])([CH3:27])[CH3:22])[C:6]2[O:7][CH2:8][O:9][CH2:10][C:5]=2[CH:4]=1, predict the reactants needed to synthesize it. The reactants are: Cl.[Cl:2][C:3]1[CH:12]=[C:11]([CH2:13][S:14][C:15]2[CH:21]=[CH:20][CH:19]=[CH:18][C:16]=2[NH2:17])[C:6]2[O:7][CH2:8][O:9][CH2:10][C:5]=2[CH:4]=1.[CH3:22][C:23]([CH3:28])([CH3:27])[C:24](Cl)=[O:25].C(O)C(N)(CO)CO. (3) Given the product [C:19]([C@H:13]1[NH:12][C:11](=[O:25])[C@H:10]([CH2:26][C:27]([CH3:28])=[CH2:29])[NH:9][C@@:8]([C:5]2[CH:4]=[CH:3][C:2]([Br:1])=[CH:7][CH:6]=2)([C:31]([F:34])([F:32])[F:33])[C:18]#[C:17][CH2:16][S:15][CH2:14]1)(=[O:20])[CH3:35], predict the reactants needed to synthesize it. The reactants are: [Br:1][C:2]1[CH:7]=[CH:6][C:5]([C@:8]2([C:31]([F:34])([F:33])[F:32])[C:18]#[C:17][CH2:16][S:15][CH2:14][C@@H:13]([C:19](N(OC)C)=[O:20])[NH:12][C:11](=[O:25])[C@H:10]([CH2:26][C:27](F)([CH3:29])[CH3:28])[NH:9]2)=[CH:4][CH:3]=1.[CH3:35][Mg+].[Br-].[NH4+].[Cl-]. (4) Given the product [CH3:34][N:2]([CH3:1])[CH2:3][CH2:4][N:5]([CH3:33])[C:6]1[C:11]([NH2:12])=[CH:10][C:9]([NH:15][C:16]2[N:21]=[C:20]([C:22]3[CH:23]=[N:24][N:25]4[CH:30]=[CH:29][CH:28]=[CH:27][C:26]=34)[CH:19]=[CH:18][N:17]=2)=[C:8]([O:31][CH3:32])[CH:7]=1, predict the reactants needed to synthesize it. The reactants are: [CH3:1][N:2]([CH3:34])[CH2:3][CH2:4][N:5]([CH3:33])[C:6]1[C:11]([N+:12]([O-])=O)=[CH:10][C:9]([NH:15][C:16]2[N:21]=[C:20]([C:22]3[CH:23]=[N:24][N:25]4[CH:30]=[CH:29][CH:28]=[CH:27][C:26]=34)[CH:19]=[CH:18][N:17]=2)=[C:8]([O:31][CH3:32])[CH:7]=1.[NH4+].[Cl-].C(O)C. (5) Given the product [Br:8][C:6]1[CH:5]=[CH:4][C:3]2[O:9][CH:17]([CH3:21])[C:18](=[O:19])[NH:1][C:2]=2[CH:7]=1, predict the reactants needed to synthesize it. The reactants are: [NH2:1][C:2]1[CH:7]=[C:6]([Br:8])[CH:5]=[CH:4][C:3]=1[OH:9].C([O-])([O-])=O.[K+].[K+].Br[CH:17]([CH3:21])[C:18](Br)=[O:19].